The task is: Predict the reactants needed to synthesize the given product.. This data is from Full USPTO retrosynthesis dataset with 1.9M reactions from patents (1976-2016). (1) Given the product [NH2:26][S:23]([C:19]1[CH:18]=[C:17]([C:10]2[CH:11]=[CH:12][N:13]=[C:14]3[C:9]=2[N:8]=[C:7]([C:37]2[CH:38]=[C:39]([S:43]([NH2:46])(=[O:45])=[O:44])[CH:40]=[N:41][CH:42]=2)[CH:16]=[CH:15]3)[CH:22]=[CH:21][CH:20]=1)(=[O:24])=[O:25], predict the reactants needed to synthesize it. The reactants are: FC(F)(F)S(O[C:7]1[CH:16]=[CH:15][C:14]2[C:9](=[C:10]([C:17]3[CH:22]=[CH:21][CH:20]=[C:19]([S:23]([NH2:26])(=[O:25])=[O:24])[CH:18]=3)[CH:11]=[CH:12][N:13]=2)[N:8]=1)(=O)=O.CC1(C)C(C)(C)OB([C:37]2[CH:38]=[C:39]([S:43]([NH2:46])(=[O:45])=[O:44])[CH:40]=[N:41][CH:42]=2)O1. (2) Given the product [OH:42][C:36]1([C:31]2[CH:32]=[CH:33][CH:34]=[CH:35][N:30]=2)[CH2:37][CH2:38][N:39]([C:50]([O:52][C:53]([CH3:56])([CH3:55])[CH3:54])=[O:51])[CH2:40][CH2:41]1, predict the reactants needed to synthesize it. The reactants are: FC1(C2C=CC=CN=2)CCNCC1.N1C=CC=CC=1C1(C#N)CCNCC1.Cl.Cl.[N:30]1[CH:35]=[CH:34][CH:33]=[CH:32][C:31]=1[C:36]1([OH:42])[CH2:41][CH2:40][NH:39][CH2:38][CH2:37]1.C(N(CC)CC)C.[C:50](O[C:50]([O:52][C:53]([CH3:56])([CH3:55])[CH3:54])=[O:51])([O:52][C:53]([CH3:56])([CH3:55])[CH3:54])=[O:51]. (3) Given the product [CH3:29][C:28]1([CH3:30])[C:25]([CH3:26])([CH3:27])[O:24][B:23]([C:20]2[CH:19]=[CH:18][C:17]([CH2:16][O:8][N:3]3[CH:4]=[CH:5][CH:6]=[CH:7][C:2]3=[O:1])=[CH:22][CH:21]=2)[O:31]1, predict the reactants needed to synthesize it. The reactants are: [OH:1][C:2]1[CH:7]=[CH:6][CH:5]=[CH:4][N+:3]=1[O-:8].C([O-])([O-])=O.[K+].[K+].Br[CH2:16][C:17]1[CH:22]=[CH:21][C:20]([B:23]2[O:31][C:28]([CH3:30])([CH3:29])[C:25]([CH3:27])([CH3:26])[O:24]2)=[CH:19][CH:18]=1. (4) The reactants are: CS([O:5][CH2:6][CH2:7][CH2:8][C:9]1[O:13][N:12]=[C:11]([C:14]2[CH:19]=[CH:18][C:17]([C:20]([F:23])([F:22])[F:21])=[CH:16][CH:15]=2)[CH:10]=1)(=O)=O.[I-].[Na+].[C:26]([O:35]C)(=[O:34])[C:27]1[C:28](=[CH:30][CH:31]=[CH:32][CH:33]=1)O.C(=O)([O-])[O-].[K+].[K+].Cl. Given the product [F:21][C:20]([F:23])([F:22])[C:17]1[CH:18]=[CH:19][C:14]([C:11]2[CH:10]=[C:9]([CH2:8][CH2:7][CH2:6][O:5][C:33]3[CH:32]=[CH:31][CH:30]=[CH:28][C:27]=3[C:26]([OH:35])=[O:34])[O:13][N:12]=2)=[CH:15][CH:16]=1, predict the reactants needed to synthesize it. (5) Given the product [CH3:23][C:15]1[CH:16]=[C:17]([C:18](=[O:19])[NH:30][CH3:28])[CH:21]=[CH:22][C:14]=1[N:11]1[CH2:12][CH2:13][N:8]([C:6]([O:5][C:1]([CH3:2])([CH3:4])[CH3:3])=[O:7])[CH2:9][CH2:10]1, predict the reactants needed to synthesize it. The reactants are: [C:1]([O:5][C:6]([N:8]1[CH2:13][CH2:12][N:11]([C:14]2[CH:22]=[CH:21][C:17]([C:18](O)=[O:19])=[CH:16][C:15]=2[CH3:23])[CH2:10][CH2:9]1)=[O:7])([CH3:4])([CH3:3])[CH3:2].Cl.CN.Cl.[CH2:28]([N:30]=C=NCCCN(C)C)C.CN1CCOCC1.